Dataset: Catalyst prediction with 721,799 reactions and 888 catalyst types from USPTO. Task: Predict which catalyst facilitates the given reaction. (1) The catalyst class is: 13. Reactant: [CH2:1]([N:8]1[CH2:13][CH2:12][CH:11]([N:14]([CH3:33])[C:15]([N:17]2[CH:21]=[C:20]([C:22]3[CH:27]=[CH:26][CH:25]=[C:24]([NH:28][S:29]([CH3:32])(=[O:31])=[O:30])[CH:23]=3)[N:19]=[CH:18]2)=[O:16])[CH2:10][CH2:9]1)[C:2]1[CH:7]=[CH:6][CH:5]=[CH:4][CH:3]=1.[ClH:34]. Product: [ClH:34].[CH2:1]([N:8]1[CH2:13][CH2:12][CH:11]([N:14]([CH3:33])[C:15]([N:17]2[CH:21]=[C:20]([C:22]3[CH:27]=[CH:26][CH:25]=[C:24]([NH:28][S:29]([CH3:32])(=[O:31])=[O:30])[CH:23]=3)[N:19]=[CH:18]2)=[O:16])[CH2:10][CH2:9]1)[C:2]1[CH:7]=[CH:6][CH:5]=[CH:4][CH:3]=1. (2) Reactant: [NH2:1][C:2]1[N:11]=[CH:10][C:9]2[CH2:8][C@H:7]3[NH:12][CH2:13][C@@H:14]([NH:16][C:17](=[O:26])[N:18]([CH2:21][CH2:22][N:23]([CH3:25])[CH3:24])[CH2:19][CH3:20])[CH2:15][C@@H:6]3[CH2:5][C:4]=2[N:3]=1.[C:27]1(C)[CH:32]=CC=C[CH:28]=1.C(OCC=C)(=O)C. Product: [NH2:1][C:2]1[N:11]=[CH:10][C:9]2[CH2:8][C@H:7]3[N:12]([CH2:32][CH:27]=[CH2:28])[CH2:13][C@@H:14]([NH:16][C:17](=[O:26])[N:18]([CH2:21][CH2:22][N:23]([CH3:25])[CH3:24])[CH2:19][CH3:20])[CH2:15][C@@H:6]3[CH2:5][C:4]=2[N:3]=1. The catalyst class is: 6. (3) Reactant: [Cl:1][C:2]1[CH:11]=[CH:10][CH:9]=[C:8]2[C:3]=1[C:4](=[O:21])[N:5]([C:14]1[CH:19]=[CH:18][CH:17]=[CH:16][C:15]=1[Cl:20])[C:6]([CH2:12]Cl)=[N:7]2.O.[SH:23][C:24]1[N:32]=[CH:31][N:30]=[C:29]2[C:25]=1[NH:26][CH:27]=[N:28]2.C([O-])([O-])=O.[K+].[K+]. Product: [Cl:1][C:2]1[CH:11]=[CH:10][CH:9]=[C:8]2[C:3]=1[C:4](=[O:21])[N:5]([C:14]1[CH:19]=[CH:18][CH:17]=[CH:16][C:15]=1[Cl:20])[C:6]([CH2:12][S:23][C:24]1[N:32]=[CH:31][N:30]=[C:29]3[C:25]=1[N:26]=[CH:27][NH:28]3)=[N:7]2. The catalyst class is: 3. (4) Product: [C:28]([O:32][C:33]([NH:35][C@H:36]1[CH2:40][CH2:39][N:38]([C:20](=[O:22])[CH2:19][N:5]([CH2:4][C:1]([OH:3])=[O:2])[C:6]2[CH:7]=[CH:8][C:9]([O:12][C:13]3[CH:14]=[CH:15][CH:16]=[CH:17][CH:18]=3)=[CH:10][CH:11]=2)[CH2:37]1)=[O:34])([CH3:31])([CH3:29])[CH3:30]. The catalyst class is: 152. Reactant: [C:1]([CH2:4][N:5]([CH2:19][C:20]([OH:22])=O)[C:6]1[CH:11]=[CH:10][C:9]([O:12][C:13]2[CH:18]=[CH:17][CH:16]=[CH:15][CH:14]=2)=[CH:8][CH:7]=1)([OH:3])=[O:2].C(=O)(O)[O-].[Na+].[C:28]([O:32][C:33]([NH:35][C@H:36]1[CH2:40][CH2:39][NH:38][CH2:37]1)=[O:34])([CH3:31])([CH3:30])[CH3:29]. (5) Reactant: [F:1][C:2]1[CH:3]=[C:4](/[CH:15]=[CH:16]/[C:17]2[CH:22]=[C:21]([C:23]3[NH:32][C:26]4[N:27]=[CH:28][NH:29][C:30](=[O:31])[C:25]=4[CH:24]=3)[CH:20]=[CH:19][N:18]=2)[CH:5]=[CH:6][C:7]=1[CH2:8][N:9]1[CH2:14][CH2:13][O:12][CH2:11][CH2:10]1.ClCCl. Product: [F:1][C:2]1[CH:3]=[C:4]([CH2:15][CH2:16][C:17]2[CH:22]=[C:21]([C:23]3[NH:32][C:26]4[N:27]=[CH:28][NH:29][C:30](=[O:31])[C:25]=4[CH:24]=3)[CH:20]=[CH:19][N:18]=2)[CH:5]=[CH:6][C:7]=1[CH2:8][N:9]1[CH2:10][CH2:11][O:12][CH2:13][CH2:14]1. The catalyst class is: 19. (6) Reactant: [C:1]([N:3]=[C:4]([N:7]1[CH2:12][CH2:11][O:10][CH:9]([CH3:13])[CH2:8]1)[S:5][CH3:6])#[N:2].SC[C:16]([O:18][CH3:19])=[O:17].C(N(CC)CC)C. Product: [NH2:2][C:1]1[N:3]=[C:4]([N:7]2[CH2:12][CH2:11][O:10][CH:9]([CH3:13])[CH2:8]2)[S:5][C:6]=1[C:16]([O:18][CH3:19])=[O:17]. The catalyst class is: 5. (7) Reactant: [CH2:1]([O:8][C:9]1[CH:17]=[C:16]2[C:12]([C:13]([C:18](=[O:20])[CH3:19])=[CH:14][NH:15]2)=[CH:11][CH:10]=1)[C:2]1[CH:7]=[CH:6][CH:5]=[CH:4][CH:3]=1.C(=O)([O-])[O-].[K+].[K+].Br[CH2:28][C:29]([O:31][C:32]([CH3:35])([CH3:34])[CH3:33])=[O:30].O. Product: [C:18]([C:13]1[C:12]2[C:16](=[CH:17][C:9]([O:8][CH2:1][C:2]3[CH:3]=[CH:4][CH:5]=[CH:6][CH:7]=3)=[CH:10][CH:11]=2)[N:15]([CH2:28][C:29]([O:31][C:32]([CH3:35])([CH3:34])[CH3:33])=[O:30])[CH:14]=1)(=[O:20])[CH3:19]. The catalyst class is: 10. (8) Reactant: [Br:1][C:2]1[CH:7]=[CH:6][C:5]([CH2:8][CH2:9][NH:10][C:11](=[O:16])[C:12]([CH3:15])([CH3:14])[CH3:13])=[CH:4][CH:3]=1.C1([Li])C=CC=CC=1.[CH2:24]=[O:25].O. Product: [Br:1][C:2]1[CH:3]=[CH:4][C:5]([CH2:8][CH2:9][NH:10][C:11](=[O:16])[C:12]([CH3:13])([CH3:15])[CH3:14])=[C:6]([CH2:24][OH:25])[CH:7]=1. The catalyst class is: 1. (9) Reactant: N1C=CC=CC=1C(O)=O.P([O-])([O-])([O-])=O.[K+].[K+].[K+].Br[C:19]1[CH:27]=[CH:26][C:22]2[CH2:23][CH2:24][O:25][C:21]=2[CH:20]=1.[O:28]=[S:29]1(=[O:48])[CH2:34][CH2:33][N:32]2[CH:35]3[CH2:40][CH2:39][C:38]([C:41]4[CH:46]=[CH:45][C:44]([OH:47])=[CH:43][CH:42]=4)([C:31]2=[N:30]1)[CH2:37][CH2:36]3. Product: [O:25]1[C:21]2[CH:20]=[C:19]([O:47][C:44]3[CH:45]=[CH:46][C:41]([C:38]45[CH2:39][CH2:40][CH:35]([N:32]6[CH2:33][CH2:34][S:29](=[O:48])(=[O:28])[N:30]=[C:31]64)[CH2:36][CH2:37]5)=[CH:42][CH:43]=3)[CH:27]=[CH:26][C:22]=2[CH2:23][CH2:24]1. The catalyst class is: 419.